Dataset: Reaction yield outcomes from USPTO patents with 853,638 reactions. Task: Predict the reaction yield, written as a fraction of the theoretical maximum amount of product (1.0 means a 100% yield; for example, 0.34 means a 34% yield). (1) The reactants are [F:1][C:2]1[CH:7]=[C:6]([O:8][C:9]2[C:10]3[N:17]([CH3:18])[CH:16]=[CH:15][C:11]=3[N:12]=[CH:13][N:14]=2)[CH:5]=[CH:4][C:3]=1[NH:19][C:20]([NH:22][C:23]1[CH:28]=[CH:27][CH:26]=[C:25]([C:29]([F:32])([F:31])[F:30])[CH:24]=1)=[O:21].[BrH:33].C(O)C. The catalyst is C(O)C. The product is [BrH:33].[F:1][C:2]1[CH:7]=[C:6]([O:8][C:9]2[C:10]3[N:17]([CH3:18])[CH:16]=[CH:15][C:11]=3[N:12]=[CH:13][N:14]=2)[CH:5]=[CH:4][C:3]=1[NH:19][C:20]([NH:22][C:23]1[CH:28]=[CH:27][CH:26]=[C:25]([C:29]([F:31])([F:30])[F:32])[CH:24]=1)=[O:21]. The yield is 0.600. (2) The reactants are Cl.[CH3:2][O:3][NH2:4].C1N=CN([C:10](N2C=NC=C2)=[O:11])C=1.CCN(C(C)C)C(C)C.[C:26]([O:30][C:31](=[O:52])[NH:32][CH2:33][CH2:34][C@H:35]([N:37]1[CH2:42][CH2:41][CH:40]([NH:43][CH2:44][C:45]2[CH:50]=[CH:49][CH:48]=[C:47]([Cl:51])[CH:46]=2)[CH2:39][CH2:38]1)[CH3:36])([CH3:29])([CH3:28])[CH3:27]. The catalyst is CC#N. The product is [C:26]([O:30][C:31](=[O:52])[NH:32][CH2:33][CH2:34][C@H:35]([N:37]1[CH2:38][CH2:39][CH:40]([N:43]([CH2:44][C:45]2[CH:50]=[CH:49][CH:48]=[C:47]([Cl:51])[CH:46]=2)[C:10]([NH:4][O:3][CH3:2])=[O:11])[CH2:41][CH2:42]1)[CH3:36])([CH3:27])([CH3:28])[CH3:29]. The yield is 0.600. (3) The reactants are [OH-:1].[K+].[OH:3][CH:4]([CH2:29][OH:30])[CH2:5][NH:6][C:7](=[O:28])[C:8]1[C:21]([I:22])=[C:20]([NH:23][CH:24]=[O:25])[C:19]([I:26])=[C:10]([C:11]([NH:13][CH2:14][CH:15]([OH:18])[CH2:16][OH:17])=[O:12])[C:9]=1[I:27].B(O)(O)O.[CH2:35]1[O:37][CH:36]1[CH:38]1[O:40][CH2:39]1.Cl. The catalyst is CO.O. The product is [OH:40][CH:38]([CH:36]([OH:37])[CH2:35][N:23]([C:20]1[C:21]([I:22])=[C:8]([C:7]([NH:6][CH2:5][CH:4]([OH:3])[CH2:29][OH:30])=[O:28])[C:9]([I:27])=[C:10]([C:19]=1[I:26])[C:11]([NH:13][CH2:14][CH:15]([OH:18])[CH2:16][OH:17])=[O:12])[CH:24]=[O:1])[CH2:39][N:23]([C:20]1[C:19]([I:26])=[C:10]([C:11]([NH:13][CH2:14][CH:15]([OH:18])[CH2:16][OH:17])=[O:12])[C:9]([I:27])=[C:8]([C:21]=1[I:22])[C:7]([NH:6][CH2:5][CH:4]([OH:3])[CH2:29][OH:30])=[O:28])[CH:24]=[O:25]. The yield is 0.430. (4) The reactants are [CH2:1]([O:3][C:4](=[O:17])[NH:5][C:6]1[CH:11]=[CH:10][CH:9]=[CH:8][C:7]=1[O:12][C:13]([F:16])([F:15])[F:14])[CH3:2].[Li]C(CC)C.[I:23]I.[Cl-].[NH4+]. The catalyst is C1COCC1.C1CCCCC1.O. The product is [CH2:1]([O:3][C:4](=[O:17])[NH:5][C:6]1[C:7]([O:12][C:13]([F:14])([F:16])[F:15])=[CH:8][CH:9]=[CH:10][C:11]=1[I:23])[CH3:2]. The yield is 0.940. (5) The reactants are [Br:1][C:2]1[N:3]=[C:4]([C:7]([OH:9])=O)[S:5][CH:6]=1.[NH2:10][CH:11]([CH2:21][C:22]1[CH:27]=[CH:26][CH:25]=[CH:24][CH:23]=1)[CH2:12][NH:13][C:14](=[O:20])[O:15][C:16]([CH3:19])([CH3:18])[CH3:17].C(N(C(C)C)CC)(C)C.C1CN([P+](Br)(N2CCCC2)N2CCCC2)CC1.F[P-](F)(F)(F)(F)F. The catalyst is C(Cl)Cl. The product is [Br:1][C:2]1[N:3]=[C:4]([C:7]([NH:10][CH:11]([CH2:21][C:22]2[CH:23]=[CH:24][CH:25]=[CH:26][CH:27]=2)[CH2:12][NH:13][C:14](=[O:20])[O:15][C:16]([CH3:19])([CH3:17])[CH3:18])=[O:9])[S:5][CH:6]=1. The yield is 0.780. (6) The reactants are Cl[C:2]1[S:6][N:5]=[C:4]([CH3:7])[N:3]=1.CN1[CH:13]=[CH:12][C:11]([NH2:14])=[N:10]1.[CH3:15][C:16]1(C)C2C(=C(P(C3C=CC=CC=3)C3C=CC=CC=3)C=CC=2)OC2C(P(C3C=CC=CC=3)C3C=CC=CC=3)=CC=CC1=2.C([O-])([O-])=O.[Cs+].[Cs+]. The catalyst is O1CCOCC1.C1C=CC(/C=C/C(/C=C/C2C=CC=CC=2)=O)=CC=1.C1C=CC(/C=C/C(/C=C/C2C=CC=CC=2)=O)=CC=1.C1C=CC(/C=C/C(/C=C/C2C=CC=CC=2)=O)=CC=1.[Pd].[Pd].O. The product is [CH3:7][C:4]1[N:3]=[C:2]([NH:14][C:11]2[CH:12]=[CH:13][CH:16]=[CH:15][N:10]=2)[S:6][N:5]=1. The yield is 0.680. (7) The reactants are [CH:1](/[C:6]1[CH:11]=[CH:10][C:9]([C:12]2([C:18]#[N:19])[CH2:17][CH2:16][CH2:15][CH2:14][CH2:13]2)=[CH:8][CH:7]=1)=[CH:2]\[CH2:3][CH2:4][CH3:5].[H-].[Al+3].[Li+].[H-].[H-].[H-].CCOCC. The catalyst is O1CCCC1. The product is [CH:1](/[C:6]1[CH:11]=[CH:10][C:9]([C:12]2([CH2:18][NH2:19])[CH2:13][CH2:14][CH2:15][CH2:16][CH2:17]2)=[CH:8][CH:7]=1)=[CH:2]\[CH2:3][CH2:4][CH3:5]. The yield is 1.02. (8) The reactants are [CH2:1]([O:8][C:9]1[CH:10]=[C:11]2[C:16](=[CH:17][CH:18]=1)[CH:15]([C:19]1[CH:24]=[CH:23][C:22]([O:25][CH2:26][CH2:27][N:28]3[CH2:32][CH2:31][CH2:30][CH2:29]3)=[CH:21][CH:20]=1)[NH:14][CH2:13][CH2:12]2)[C:2]1[CH:7]=[CH:6][CH:5]=[CH:4][CH:3]=1.CCN(CC)CC.[CH3:40][C:41]([CH3:46])([CH3:45])[C:42](Cl)=[O:43]. The catalyst is C1COCC1. The product is [CH2:1]([O:8][C:9]1[CH:10]=[C:11]2[C:16](=[CH:17][CH:18]=1)[CH:15]([C:19]1[CH:24]=[CH:23][C:22]([O:25][CH2:26][CH2:27][N:28]3[CH2:32][CH2:31][CH2:30][CH2:29]3)=[CH:21][CH:20]=1)[N:14]([C:42](=[O:43])[C:41]([CH3:46])([CH3:45])[CH3:40])[CH2:13][CH2:12]2)[C:2]1[CH:3]=[CH:4][CH:5]=[CH:6][CH:7]=1. The yield is 0.560. (9) The reactants are [CH2:1]([O:3][C:4](=[O:29])[CH2:5][CH2:6][CH2:7][CH2:8][CH2:9][O:10][CH2:11][CH2:12][O:13][CH2:14][CH2:15][O:16][CH2:17][CH2:18][O:19][CH2:20][CH2:21][O:22][CH2:23][CH2:24][O:25][CH2:26][CH2:27]O)[CH3:2].C(N(CC)CC)C.[CH3:37][S:38](Cl)(=[O:40])=[O:39]. The catalyst is ClCCl. The product is [CH2:1]([O:3][C:4](=[O:29])[CH2:5][CH2:6][CH2:7][CH2:8][CH2:9][O:10][CH2:11][CH2:12][O:13][CH2:14][CH2:15][O:16][CH2:17][CH2:18][O:19][CH2:20][CH2:21][O:22][CH2:23][CH2:24][O:25][CH2:26][CH2:27][S:38]([CH3:37])(=[O:40])=[O:39])[CH3:2]. The yield is 0.830. (10) The reactants are C([N:8]1[CH2:13][CH2:12][CH:11]([N:14]2[CH2:18][CH2:17][N:16]([CH2:19][CH2:20][CH2:21][N:22]3[CH2:26][CH2:25][CH2:24][CH:23]3[CH3:27])[C:15]2=[C:28]([C:31]#[N:32])[C:29]#[N:30])[CH2:10][CH2:9]1)C1C=CC=CC=1.ClC(OC(Cl)C)=O. The catalyst is ClCCCl. The product is [CH3:27][CH:23]1[CH2:24][CH2:25][CH2:26][N:22]1[CH2:21][CH2:20][CH2:19][N:16]1[CH2:17][CH2:18][N:14]([CH:11]2[CH2:10][CH2:9][NH:8][CH2:13][CH2:12]2)[C:15]1=[C:28]([C:29]#[N:30])[C:31]#[N:32]. The yield is 0.672.